Dataset: Full USPTO retrosynthesis dataset with 1.9M reactions from patents (1976-2016). Task: Predict the reactants needed to synthesize the given product. (1) The reactants are: [NH2:1][C:2]1[CH:3]=[CH:4][C:5]([CH3:26])=[C:6]([C:8]([C:10]2[CH:15]=[CH:14][C:13]([NH:16][C:17]3[CH:22]=[CH:21][C:20]([F:23])=[CH:19][C:18]=3[F:24])=[CH:12][C:11]=2[Cl:25])=[O:9])[CH:7]=1.[CH2:27]([N:30]=[C:31]=[O:32])[CH2:28][CH3:29]. Given the product [Cl:25][C:11]1[CH:12]=[C:13]([NH:16][C:17]2[CH:22]=[CH:21][C:20]([F:23])=[CH:19][C:18]=2[F:24])[CH:14]=[CH:15][C:10]=1[C:8]([C:6]1[CH:7]=[C:2]([NH:1][C:31]([NH:30][CH2:27][CH2:28][CH3:29])=[O:32])[CH:3]=[CH:4][C:5]=1[CH3:26])=[O:9], predict the reactants needed to synthesize it. (2) Given the product [C:32]([O:27][C@@H:22]([C:3]1[C:4]([CH3:21])=[N:5][C:6]2[N:7]([N:8]=[C:9]([C:11]3[CH:20]=[CH:19][C:18]4[CH2:17][CH2:16][CH2:15][CH2:14][C:13]=4[CH:12]=3)[CH:10]=2)[C:2]=1[Cl:1])[C:23]([O:25][CH3:26])=[O:24])([CH3:35])([CH3:34])[CH3:33], predict the reactants needed to synthesize it. The reactants are: [Cl:1][C:2]1[N:7]2[N:8]=[C:9]([C:11]3[CH:20]=[CH:19][C:18]4[CH2:17][CH2:16][CH2:15][CH2:14][C:13]=4[CH:12]=3)[CH:10]=[C:6]2[N:5]=[C:4]([CH3:21])[C:3]=1[C@H:22]([OH:27])[C:23]([O:25][CH3:26])=[O:24].C(O[C:32]([CH3:35])([CH3:34])[CH3:33])(=O)C.Cl(O)(=O)(=O)=O. (3) Given the product [CH2:1]([NH:8][C:9]1[C:10]([NH2:22])=[CH:11][CH:12]=[C:13]([N:15]2[CH2:20][CH2:19][N:18]([CH3:21])[CH2:17][CH2:16]2)[CH:14]=1)[C:2]1[CH:3]=[CH:4][CH:5]=[CH:6][CH:7]=1, predict the reactants needed to synthesize it. The reactants are: [CH2:1]([NH:8][C:9]1[CH:14]=[C:13]([N:15]2[CH2:20][CH2:19][N:18]([CH3:21])[CH2:17][CH2:16]2)[CH:12]=[CH:11][C:10]=1[N+:22]([O-])=O)[C:2]1[CH:7]=[CH:6][CH:5]=[CH:4][CH:3]=1.Cl.O1CCOCC1. (4) Given the product [Cl:1][C:2]1[CH:3]=[C:4]([C@@H:8]2[C@@H:13]([C:14]3[CH:19]=[CH:18][C:17]([Cl:20])=[CH:16][CH:15]=3)[N:12]([CH:21]([CH2:24][CH3:25])[CH2:22][CH3:23])[C:11](=[O:26])[C@@:10]([CH3:27])([CH2:28][C:29]3[NH:35][C:33](=[O:34])[NH:32][N:31]=3)[CH2:9]2)[CH:5]=[CH:6][CH:7]=1, predict the reactants needed to synthesize it. The reactants are: [Cl:1][C:2]1[CH:3]=[C:4]([C@@H:8]2[C@@H:13]([C:14]3[CH:19]=[CH:18][C:17]([Cl:20])=[CH:16][CH:15]=3)[N:12]([CH:21]([CH2:24][CH3:25])[CH2:22][CH3:23])[C:11](=[O:26])[C@:10]([CH2:28][C:29]([NH:31][NH:32][C:33]([NH2:35])=[O:34])=O)([CH3:27])[CH2:9]2)[CH:5]=[CH:6][CH:7]=1.Cl. (5) The reactants are: O[C:2]([C:15]1[CH:27]=[CH:26][C:18]2[N:19]([CH2:23][O:24][CH3:25])[C:20](=[O:22])[S:21][C:17]=2[CH:16]=1)([C:4]1[N:5]=[C:6]([C:9]2[CH:14]=[CH:13][CH:12]=[CH:11][N:10]=2)[S:7][CH:8]=1)[CH3:3].C([SiH](CC)CC)C.FC(F)(F)C(O)=O. Given the product [CH3:25][O:24][CH2:23][N:19]1[C:18]2[CH:26]=[CH:27][C:15]([CH:2]([C:4]3[N:5]=[C:6]([C:9]4[CH:14]=[CH:13][CH:12]=[CH:11][N:10]=4)[S:7][CH:8]=3)[CH3:3])=[CH:16][C:17]=2[S:21][C:20]1=[O:22], predict the reactants needed to synthesize it. (6) Given the product [CH3:1][C:2]1([CH3:29])[C:14]2[CH:13]=[CH:12][C:15]3[CH:16]=[CH:25][CH:26]=[CH:11][C:10]=3[C:9]=2[C:8]2[CH:7]=[CH:6][C:5]([C:30]3[CH:35]=[CH:34][CH:33]=[CH:32][CH:31]=3)=[CH:4][C:3]1=2, predict the reactants needed to synthesize it. The reactants are: [CH3:1][C:2]1([CH3:29])[C:14]2[CH:13]=[C:12]([C:15]3C4C(=CC=CC=4)C=C[C:16]=3[C:25](O)(C)[CH3:26])[CH:11]=[CH:10][C:9]=2[C:8]2[C:3]1=[CH:4][CH:5]=[CH:6][CH:7]=2.[C:30]1([C:30]2[CH:35]=[CH:34][CH:33]=[CH:32][CH:31]=2)[CH:35]=[CH:34][C:33]([C:30]2[C:35]3[C:34](=CC=CC=3)[CH:33]=[CH:32][C:31]=2C(O)(C)C)=[CH:32][CH:31]=1.